This data is from NCI-60 drug combinations with 297,098 pairs across 59 cell lines. The task is: Regression. Given two drug SMILES strings and cell line genomic features, predict the synergy score measuring deviation from expected non-interaction effect. (1) Drug 1: C1=C(C(=O)NC(=O)N1)F. Drug 2: CC1C(C(=O)NC(C(=O)N2CCCC2C(=O)N(CC(=O)N(C(C(=O)O1)C(C)C)C)C)C(C)C)NC(=O)C3=C4C(=C(C=C3)C)OC5=C(C(=O)C(=C(C5=N4)C(=O)NC6C(OC(=O)C(N(C(=O)CN(C(=O)C7CCCN7C(=O)C(NC6=O)C(C)C)C)C)C(C)C)C)N)C. Cell line: SF-539. Synergy scores: CSS=64.1, Synergy_ZIP=0.512, Synergy_Bliss=-0.308, Synergy_Loewe=0.391, Synergy_HSA=0.401. (2) Drug 1: CC12CCC3C(C1CCC2NC(=O)OCC(F)(F)F)CCC4C3(C=CC(=O)N4C)C. Drug 2: C1=C(C(=O)NC(=O)N1)F. Cell line: SW-620. Synergy scores: CSS=33.7, Synergy_ZIP=1.65, Synergy_Bliss=2.05, Synergy_Loewe=-3.83, Synergy_HSA=2.32.